This data is from Catalyst prediction with 721,799 reactions and 888 catalyst types from USPTO. The task is: Predict which catalyst facilitates the given reaction. (1) Reactant: CC1C([C:8]2[CH:13]=[CH:12][C:11]([CH2:14][OH:15])=[CH:10][CH:9]=2)=NC=CC=1.[Cr](O[Cr]([O-])(=O)=O)([O-])(=O)=[O:17].[NH+]1C=CC=CC=1.[NH+]1C=CC=CC=1.O. Product: [C:14]([OH:15])(=[O:17])[C:11]1[CH:10]=[CH:9][CH:8]=[CH:13][CH:12]=1. The catalyst class is: 3. (2) Reactant: [S:1]1[C:5]([C:6]2[C:7]([O:16][CH3:17])=[CH:8][C:9]([O:14][CH3:15])=[C:10]([CH:13]=2)[CH:11]=O)=[CH:4][C:3]2[CH:18]=[CH:19][CH:20]=[CH:21][C:2]1=2.[C:22](Br)(Br)([Br:24])[Br:23].C1(P(C2C=CC=CC=2)C2C=CC=CC=2)C=CC=CC=1. Product: [Br:23][C:22]([Br:24])=[CH:11][C:10]1[C:9]([O:14][CH3:15])=[CH:8][C:7]([O:16][CH3:17])=[C:6]([C:5]2[S:1][C:2]3[CH:21]=[CH:20][CH:19]=[CH:18][C:3]=3[CH:4]=2)[CH:13]=1. The catalyst class is: 2. (3) Reactant: [NH2:1][C:2]1[C:7]([F:8])=[CH:6][N:5]([S:9]([C:12]2[N:13]=[CH:14][N:15]([CH3:17])[CH:16]=2)(=[O:11])=[O:10])[C:4](=[O:18])[N:3]=1.[CH3:19][N:20]([CH3:23])[CH:21]=O.COC(OC)N(C)C. Product: [F:8][C:7]1[C:2]([N:1]=[CH:19][N:20]([CH3:23])[CH3:21])=[N:3][C:4](=[O:18])[N:5]([S:9]([C:12]2[N:13]=[CH:14][N:15]([CH3:17])[CH:16]=2)(=[O:11])=[O:10])[CH:6]=1. The catalyst class is: 28. (4) Reactant: [F:1][C:2]1[CH:3]=[CH:4][C:5]([O:9][C:10]2[CH:15]=[CH:14][CH:13]=[CH:12][CH:11]=2)=[C:6]([NH2:8])[CH:7]=1.[CH2:16]([O:23][CH2:24][CH2:25][O:26][C:27]1[CH:34]=[CH:33][C:32]([O:35][CH3:36])=[CH:31][C:28]=1[CH:29]=O)[C:17]1[CH:22]=[CH:21][CH:20]=[CH:19][CH:18]=1. Product: [CH2:16]([O:23][CH2:24][CH2:25][O:26][C:27]1[CH:34]=[CH:33][C:32]([O:35][CH3:36])=[CH:31][C:28]=1[CH2:29][NH:8][C:6]1[CH:7]=[C:2]([F:1])[CH:3]=[CH:4][C:5]=1[O:9][C:10]1[CH:15]=[CH:14][CH:13]=[CH:12][CH:11]=1)[C:17]1[CH:18]=[CH:19][CH:20]=[CH:21][CH:22]=1. The catalyst class is: 701.